From a dataset of Forward reaction prediction with 1.9M reactions from USPTO patents (1976-2016). Predict the product of the given reaction. (1) Given the reactants [H-].[Na+].C1COCC1.[OH:8][CH:9]([CH2:36][CH2:37][CH3:38])[CH2:10][CH2:11][C:12]1[C:13](F)=[C:14]([F:34])[C:15]([F:33])=[C:16]([C@H:18]2[CH2:23][CH2:22][C@H:21]([C@H:24]3[CH2:29][CH2:28][C@H:27]([CH2:30][CH2:31][CH3:32])[CH2:26][CH2:25]3)[CH2:20][CH2:19]2)[CH:17]=1.C1(C)C=CC=CC=1, predict the reaction product. The product is: [F:33][C:15]1[C:14]([F:34])=[C:13]2[C:12]([CH2:11][CH2:10][CH:9]([CH2:36][CH2:37][CH3:38])[O:8]2)=[CH:17][C:16]=1[C@H:18]1[CH2:19][CH2:20][C@H:21]([C@H:24]2[CH2:25][CH2:26][C@H:27]([CH2:30][CH2:31][CH3:32])[CH2:28][CH2:29]2)[CH2:22][CH2:23]1. (2) The product is: [O:1]1[C:5]2[CH:6]=[CH:7][C:8]([C:10]3([C:13]([NH:15][C:16]4[CH:21]=[CH:20][C:19]([CH:22]([O:31][CH2:44][CH2:45][CH2:46][OH:47])[C:23]5[CH:28]=[CH:27][CH:26]=[CH:25][C:24]=5[O:29][CH3:30])=[CH:18][N:17]=4)=[O:14])[CH2:12][CH2:11]3)=[CH:9][C:4]=2[O:3][CH2:2]1. Given the reactants [O:1]1[C:5]2[CH:6]=[CH:7][C:8]([C:10]3([C:13]([NH:15][C:16]4[CH:21]=[CH:20][C:19]([CH:22]([OH:31])[C:23]5[CH:28]=[CH:27][CH:26]=[CH:25][C:24]=5[O:29][CH3:30])=[CH:18][N:17]=4)=[O:14])[CH2:12][CH2:11]3)=[CH:9][C:4]=2[O:3][CH2:2]1.O.CC1C=CC(S(O)(=O)=O)=CC=1.[CH2:44](O)[CH2:45][CH2:46][OH:47], predict the reaction product. (3) Given the reactants [N:1]1C=CC=C(C(N)C)C=1.[N:10]1[C:19]2[C:14](=[CH:15][CH:16]=[CH:17][CH:18]=2)[C:13]([C:20](=O)[CH3:21])=[CH:12][CH:11]=1.N.CO.C([BH3-])#N.[Na+], predict the reaction product. The product is: [N:10]1[C:19]2[C:14](=[CH:15][CH:16]=[CH:17][CH:18]=2)[C:13]([CH:20]([NH2:1])[CH3:21])=[CH:12][CH:11]=1. (4) Given the reactants [CH2:1]([C@H:3]1[NH:8][CH2:7][C@@H:6]([C:9]([NH:11][C:12]2[CH:17]=[CH:16][CH:15]=[CH:14][CH:13]=2)=[O:10])[O:5][CH2:4]1)[CH3:2].Cl[C:19]1[N:24]=[CH:23][CH:22]=[C:21]([Cl:25])[N:20]=1.CC[N:28](C(C)C)C(C)C, predict the reaction product. The product is: [NH2:28][C:19]1[N:24]=[C:23]([N:8]2[C@H:3]([CH2:1][CH3:2])[CH2:4][O:5][C@H:6]([C:9]([NH:11][C:12]3[CH:17]=[CH:16][CH:15]=[CH:14][CH:13]=3)=[O:10])[CH2:7]2)[CH:22]=[C:21]([Cl:25])[N:20]=1. (5) Given the reactants ClC1N=CC(CN[C:10](=[O:32])[CH2:11][C@@H:12]2[CH2:23][CH:22]=[CH:21][CH2:20][CH2:19][C:18](=[O:24])[O:17][C@H:16]([C:25]3[CH:30]=[CH:29][CH:28]=[CH:27][CH:26]=3)[CH2:15][NH:14][C:13]2=[O:31])=CC=1.[C:33]1([C:41]2[CH:46]=[CH:45][CH:44]=[CH:43][CH:42]=2)[CH:38]=[CH:37][C:36]([CH2:39][NH2:40])=[CH:35][CH:34]=1, predict the reaction product. The product is: [C:33]1([C:41]2[CH:42]=[CH:43][CH:44]=[CH:45][CH:46]=2)[CH:34]=[CH:35][C:36]([CH2:39][NH:40][C:10](=[O:32])[CH2:11][C@@H:12]2[CH2:23][CH:22]=[CH:21][CH2:20][CH2:19][C:18](=[O:24])[O:17][C@H:16]([C:25]3[CH:26]=[CH:27][CH:28]=[CH:29][CH:30]=3)[CH2:15][NH:14][C:13]2=[O:31])=[CH:37][CH:38]=1. (6) Given the reactants [CH2:1]([O:8][C:9](=[O:19])[NH:10][C:11]1[CH:16]=[CH:15][C:14](Br)=[C:13]([F:18])[CH:12]=1)[C:2]1[CH:7]=[CH:6][CH:5]=[CH:4][CH:3]=1.[C:20]([O:24][CH2:25][CH3:26])(=[O:23])[CH:21]=[CH2:22].CCN(C(C)C)C(C)C.C1(P(C2C=CC=CC=2)C2C=CC=CC=2)C=CC=CC=1, predict the reaction product. The product is: [CH2:25]([O:24][C:20](=[O:23])[CH:21]=[CH:22][C:14]1[CH:15]=[CH:16][C:11]([NH:10][C:9]([O:8][CH2:1][C:2]2[CH:7]=[CH:6][CH:5]=[CH:4][CH:3]=2)=[O:19])=[CH:12][C:13]=1[F:18])[CH3:26]. (7) Given the reactants [CH2:1]([O:3][C:4]([C:6]1[CH:7]=[C:8]2[C:12](=[CH:13][CH:14]=1)[NH:11][N:10]=[CH:9]2)=[O:5])[CH3:2].[C:15]([O-])(=[O:17])[CH3:16].[K+].C(OC(=O)C)(=O)C.C1OCCOCCOCCOCCOCCOC1.CCCCCON=O, predict the reaction product. The product is: [C:15]([N:11]1[C:12]2[C:8](=[CH:7][C:6]([C:4]([O:3][CH2:1][CH3:2])=[O:5])=[CH:14][CH:13]=2)[CH:9]=[N:10]1)(=[O:17])[CH3:16].